The task is: Predict the product of the given reaction.. This data is from Forward reaction prediction with 1.9M reactions from USPTO patents (1976-2016). Given the reactants [C:1]([C:3]1[C:4]([C:14]2[CH:19]=[CH:18][C:17]([Cl:20])=[CH:16][C:15]=2[Cl:21])=[C:5]([C:9]([O:11]CC)=[O:10])[S:6][C:7]=1[I:8])#[N:2].O1CCCC1.O.[OH-].[Na+], predict the reaction product. The product is: [C:1]([C:3]1[C:4]([C:14]2[CH:19]=[CH:18][C:17]([Cl:20])=[CH:16][C:15]=2[Cl:21])=[C:5]([C:9]([OH:11])=[O:10])[S:6][C:7]=1[I:8])#[N:2].